Dataset: Forward reaction prediction with 1.9M reactions from USPTO patents (1976-2016). Task: Predict the product of the given reaction. (1) Given the reactants [O:1]1[CH2:6][CH2:5][CH2:4][CH2:3][CH:2]1[O:7][C:8]1[CH:13]=[CH:12][C:11]([OH:14])=[CH:10][CH:9]=1.O[CH:16]([C:20]1[CH:27]=[CH:26][C:23]([C:24]#[N:25])=[CH:22][CH:21]=1)[CH2:17][CH:18]=[CH2:19].C1CCN(C(N=NC(N2CCCCC2)=O)=O)CC1, predict the reaction product. The product is: [O:1]1[CH2:6][CH2:5][CH2:4][CH2:3][CH:2]1[O:7][C:8]1[CH:13]=[CH:12][C:11]([O:14][CH:16]([C:20]2[CH:21]=[CH:22][C:23]([C:24]#[N:25])=[CH:26][CH:27]=2)[CH2:17][CH:18]=[CH2:19])=[CH:10][CH:9]=1. (2) Given the reactants [Br:1][C:2]1[C:3]2[N:4]([C:15](=[O:18])[NH:16][N:17]=2)[CH:5]=[CH:6][C:7]=1[C:8]1[CH:13]=[CH:12][C:11]([Cl:14])=[CH:10][CH:9]=1.C([O-])([O-])=O.[K+].[K+].Cl[CH2:26][C:27]1[CH:34]=[CH:33][C:30]([C:31]#[N:32])=[CH:29][N:28]=1, predict the reaction product. The product is: [Br:1][C:2]1[C:3]2[N:4]([C:15](=[O:18])[N:16]([CH2:26][C:27]3[CH:34]=[CH:33][C:30]([C:31]#[N:32])=[CH:29][N:28]=3)[N:17]=2)[CH:5]=[CH:6][C:7]=1[C:8]1[CH:9]=[CH:10][C:11]([Cl:14])=[CH:12][CH:13]=1. (3) Given the reactants [C:1]([O:5][C:6]([NH:8][C:9]1([CH2:13][C:14]([OH:16])=O)[CH2:12][CH2:11][CH2:10]1)=[O:7])([CH3:4])([CH3:3])[CH3:2].Cl.CN(C)CCCN=C=NCC.[CH3:29][C:30]1(C)OC(=O)CC(=O)[O:31]1.Cl, predict the reaction product. The product is: [O:31]=[C:30]1[CH2:29][C:14](=[O:16])[CH2:13][C:9]2([CH2:10][CH2:11][CH2:12]2)[N:8]1[C:6]([O:5][C:1]([CH3:2])([CH3:3])[CH3:4])=[O:7]. (4) Given the reactants C1OCCOCCOCCOCCOCCOC1.[Br:19][C:20]1[CH:25]=[CH:24][C:23](I)=[C:22]([O:27][C:28]([F:31])([F:30])[F:29])[CH:21]=1.[NH2:32][C@@H:33]1[CH2:38][CH2:37][C@H:36]([NH:39][C:40]2[N:49]=[C:48]([N:50]([CH2:53]C)[CH2:51]C)[C:47]3[C:42](=[CH:43][CH:44]=[CH:45][CH:46]=3)[N:41]=2)[CH2:35][CH2:34]1.CC(C)([O-])C.[Na+].C1C=CC(P(C2C=CC3C(=CC=CC=3)C=2C2C3C(=CC=CC=3)C=CC=2P(C2C=CC=CC=2)C2C=CC=CC=2)C2C=CC=CC=2)=CC=1.[ClH:107], predict the reaction product. The product is: [ClH:107].[ClH:107].[Br:19][C:20]1[CH:25]=[CH:24][C:23]([NH:32][C@@H:33]2[CH2:34][CH2:35][C@H:36]([NH:39][C:40]3[N:49]=[C:48]([N:50]([CH3:53])[CH3:51])[C:47]4[C:42](=[CH:43][CH:44]=[CH:45][CH:46]=4)[N:41]=3)[CH2:37][CH2:38]2)=[C:22]([O:27][C:28]([F:31])([F:30])[F:29])[CH:21]=1. (5) Given the reactants [OH:1][C:2]1[CH:7]=[CH:6][C:5]([CH2:8][CH2:9][CH:10]([NH:12][C:13](=[O:15])[CH3:14])[CH3:11])=[CH:4][CH:3]=1.Cl[C:17]1[CH:22]=[CH:21][C:20]([O:23][CH:24]2[CH2:28][CH2:27][CH2:26][CH2:25]2)=[CH:19][N:18]=1.[H-].[Na+], predict the reaction product. The product is: [CH:24]1([O:23][C:20]2[CH:21]=[CH:22][C:17]([O:1][C:2]3[CH:3]=[CH:4][C:5]([CH2:8][CH2:9][CH:10]([NH:12][C:13](=[O:15])[CH3:14])[CH3:11])=[CH:6][CH:7]=3)=[N:18][CH:19]=2)[CH2:25][CH2:26][CH2:27][CH2:28]1. (6) The product is: [CH3:15][NH:14][C:4]1[N:5]=[C:6]([C:8]2[CH:9]=[CH:10][CH:11]=[CH:12][CH:13]=2)[N:7]=[C:2]([NH:16][C@H:17]2[CH2:22][CH2:21][C@H:20]([C:23]([OH:25])=[O:24])[CH2:19][CH2:18]2)[N:3]=1. Given the reactants Cl[C:2]1[N:7]=[C:6]([C:8]2[CH:13]=[CH:12][CH:11]=[CH:10][CH:9]=2)[N:5]=[C:4]([NH:14][CH3:15])[N:3]=1.[NH2:16][C@H:17]1[CH2:22][CH2:21][C@H:20]([C:23]([OH:25])=[O:24])[CH2:19][CH2:18]1.[OH-].[Na+], predict the reaction product.